Dataset: Forward reaction prediction with 1.9M reactions from USPTO patents (1976-2016). Task: Predict the product of the given reaction. (1) The product is: [CH3:27][O:28][C:29](=[O:39])[CH2:30][O:31][C:32]1[CH:37]=[CH:36][CH:35]=[C:34]([NH:38][C:2]2[C:3]3[C:10]([C:11]4[CH:16]=[CH:15][C:14]([O:17][CH3:18])=[CH:13][CH:12]=4)=[C:9]([C:19]4[CH:24]=[CH:23][C:22]([O:25][CH3:26])=[CH:21][CH:20]=4)[O:8][C:4]=3[N:5]=[CH:6][N:7]=2)[CH:33]=1. Given the reactants Cl[C:2]1[C:3]2[C:10]([C:11]3[CH:16]=[CH:15][C:14]([O:17][CH3:18])=[CH:13][CH:12]=3)=[C:9]([C:19]3[CH:24]=[CH:23][C:22]([O:25][CH3:26])=[CH:21][CH:20]=3)[O:8][C:4]=2[N:5]=[CH:6][N:7]=1.[CH3:27][O:28][C:29](=[O:39])[CH2:30][O:31][C:32]1[CH:37]=[CH:36][CH:35]=[C:34]([NH2:38])[CH:33]=1, predict the reaction product. (2) Given the reactants CCN(C(C)C)C(C)C.Cl.[NH2:11][CH2:12][C:13]([N:15]1[CH2:20][CH2:19][N:18]([C:21](=[O:32])[C:22]2[CH:27]=[CH:26][CH:25]=[CH:24][C:23]=2[C:28]([F:31])([F:30])[F:29])[CH2:17][CH2:16]1)=[O:14].C1C=CC2N(O)N=NC=2C=1.CCN=C=NCCCN(C)C.[CH3:54][O:55][C:56]1[CH:61]=[CH:60][CH:59]=[CH:58][C:57]=1[C:62]1[CH:67]=[CH:66][C:65]([C:68](O)=[O:69])=[CH:64][CH:63]=1, predict the reaction product. The product is: [O:14]=[C:13]([N:15]1[CH2:16][CH2:17][N:18]([C:21](=[O:32])[C:22]2[CH:27]=[CH:26][CH:25]=[CH:24][C:23]=2[C:28]([F:31])([F:29])[F:30])[CH2:19][CH2:20]1)[CH2:12][NH:11][C:68]([C:65]1[CH:64]=[CH:63][C:62]([C:57]2[CH:58]=[CH:59][CH:60]=[CH:61][C:56]=2[O:55][CH3:54])=[CH:67][CH:66]=1)=[O:69]. (3) Given the reactants Br[C:2]1[CH:3]=[C:4]([N:8]2[CH2:14][CH2:13][CH2:12][N:11]([C:15]([O:17][C:18]([CH3:21])([CH3:20])[CH3:19])=[O:16])[CH2:10][CH2:9]2)[CH:5]=[N:6][CH:7]=1.[C:22]1([C:28]#[CH:29])[CH:27]=[CH:26][CH:25]=[CH:24][CH:23]=1.C(NCC)C.[OH-].[Na+], predict the reaction product. The product is: [C:22]1([C:28]#[C:29][C:2]2[CH:3]=[C:4]([N:8]3[CH2:14][CH2:13][CH2:12][N:11]([C:15]([O:17][C:18]([CH3:21])([CH3:20])[CH3:19])=[O:16])[CH2:10][CH2:9]3)[CH:5]=[N:6][CH:7]=2)[CH:27]=[CH:26][CH:25]=[CH:24][CH:23]=1. (4) Given the reactants CNN.[O:4]1[CH2:10][CH:9]([N:11]([N:19]2C(=O)C3C(=CC=CC=3)C2=O)[C:12](=[O:18])[O:13][C:14]([CH3:17])([CH3:16])[CH3:15])[CH2:8][O:7][CH2:6][CH2:5]1, predict the reaction product. The product is: [O:4]1[CH2:10][CH:9]([N:11]([C:12]([O:13][C:14]([CH3:17])([CH3:16])[CH3:15])=[O:18])[NH2:19])[CH2:8][O:7][CH2:6][CH2:5]1. (5) Given the reactants CS(OCC1C(C2C=CC(OC)=CC=2)=CSC=1C(F)(F)F)(=O)=O.FC1C=C(O)C=C(F)C=1CCC(OCC)=O.[F:40][C:41]1[CH:42]=[C:43]([CH2:67][CH2:68][C:69]([O:71]CC)=[O:70])[CH:44]=[C:45]([F:66])[C:46]=1[O:47][CH2:48][C:49]1[C:53]([C:54]2[CH:59]=[CH:58][C:57]([O:60][CH3:61])=[CH:56][CH:55]=2)=[CH:52][S:51][C:50]=1[C:62]([F:65])([F:64])[F:63], predict the reaction product. The product is: [F:40][C:41]1[CH:42]=[C:43]([CH2:67][CH2:68][C:69]([OH:71])=[O:70])[CH:44]=[C:45]([F:66])[C:46]=1[O:47][CH2:48][C:49]1[C:53]([C:54]2[CH:59]=[CH:58][C:57]([O:60][CH3:61])=[CH:56][CH:55]=2)=[CH:52][S:51][C:50]=1[C:62]([F:64])([F:65])[F:63]. (6) Given the reactants [CH2:1]([C:3]1[N:8]=[C:7]([NH:9][C:10]2[CH:11]=[N:12][CH:13]=[CH:14][CH:15]=2)[CH:6]=[C:5]([C:16]2[CH:21]=[CH:20][CH:19]=[C:18]([O:22][CH3:23])[CH:17]=2)[N:4]=1)[CH3:2].C([O-])(=O)C.[Na+].[Br:29]Br, predict the reaction product. The product is: [Br:29][CH2:2][CH2:1][C:3]1[N:8]=[C:7]([NH:9][C:10]2[CH:11]=[N:12][CH:13]=[CH:14][CH:15]=2)[CH:6]=[C:5]([C:16]2[CH:21]=[CH:20][CH:19]=[C:18]([O:22][CH3:23])[CH:17]=2)[N:4]=1.